From a dataset of Reaction yield outcomes from USPTO patents with 853,638 reactions. Predict the reaction yield, written as a fraction of the theoretical maximum amount of product (1.0 means a 100% yield; for example, 0.34 means a 34% yield). (1) The catalyst is C(COC)OC.O.C1C=CC(P(C2C=CC=CC=2)[C-]2C=CC=C2)=CC=1.C1C=CC(P(C2C=CC=CC=2)[C-]2C=CC=C2)=CC=1.Cl[Pd]Cl.[Fe+2]. The product is [Cl:1][C:2]1[CH:3]=[C:4]2[C:8](=[CH:9][CH:10]=1)[NH:7][CH:6]=[C:5]2[CH2:11][CH2:12][NH:13][C:14](=[O:23])[C:15]1[CH:20]=[CH:19][CH:18]=[C:17]([CH2:21][C:26]2[CH:27]=[CH:28][CH:29]=[C:30]([O:31][CH3:32])[C:25]=2[F:24])[CH:16]=1. The yield is 0.500. The reactants are [Cl:1][C:2]1[CH:3]=[C:4]2[C:8](=[CH:9][CH:10]=1)[NH:7][CH:6]=[C:5]2[CH2:11][CH2:12][NH:13][C:14](=[O:23])[C:15]1[CH:20]=[CH:19][CH:18]=[C:17]([CH2:21]Cl)[CH:16]=1.[F:24][C:25]1[C:30]([O:31][CH3:32])=[CH:29][CH:28]=[CH:27][C:26]=1B(O)O.ClCCl.C(=O)([O-])[O-].[Na+].[Na+].[I-].[Na+]. (2) The reactants are CN([CH:4]=[N:5][C:6](=O)[C:7]1[CH:12]=[CH:11][C:10]([CH3:13])=[CH:9][CH:8]=1)C.C([O:19][C:20](=[O:30])[C:21]1[CH:26]=[CH:25][CH:24]=[C:23]([C:27](=[NH:29])[NH2:28])[CH:22]=1)(C)(C)C. The catalyst is C(O)(=O)C. The product is [C:10]1([CH3:13])[CH:11]=[CH:12][C:7]([C:6]2[N:5]=[CH:4][N:28]=[C:27]([C:23]3[CH:22]=[C:21]([CH:26]=[CH:25][CH:24]=3)[C:20]([OH:19])=[O:30])[N:29]=2)=[CH:8][CH:9]=1. The yield is 0.0530.